From a dataset of Reaction yield outcomes from USPTO patents with 853,638 reactions. Predict the reaction yield, written as a fraction of the theoretical maximum amount of product (1.0 means a 100% yield; for example, 0.34 means a 34% yield). The reactants are O=[C:2]1[CH2:7][CH2:6][N:5]([C:8]([O:10][CH2:11][CH3:12])=[O:9])[CH2:4][CH2:3]1.[CH2:13]([O:20][C:21]1[CH:26]=[CH:25][C:24]([NH:27]N)=[CH:23][CH:22]=1)[C:14]1[CH:19]=[CH:18][CH:17]=[CH:16][CH:15]=1. The catalyst is C(O)C. The product is [C:14]1([CH2:13][O:20][C:21]2[CH:26]=[CH:25][C:24]3[NH:27][C:2]4[CH2:7][CH2:6][N:5]([C:8]([O:10][CH2:11][CH3:12])=[O:9])[CH2:4][C:3]=4[C:23]=3[CH:22]=2)[CH:15]=[CH:16][CH:17]=[CH:18][CH:19]=1. The yield is 0.630.